The task is: Predict the product of the given reaction.. This data is from Forward reaction prediction with 1.9M reactions from USPTO patents (1976-2016). (1) The product is: [Br:1][C:2]1[S:6][C:5]([C:7]([NH2:19])=[O:8])=[C:4]([NH:11][CH2:12][CH3:13])[CH:3]=1. Given the reactants [Br:1][C:2]1[S:6][C:5]([C:7](OC)=[O:8])=[C:4]([NH:11][CH2:12][CH3:13])[CH:3]=1.[OH-].[Na+].Cl.C([N:19](CC)CC)C.[Cl-].[NH4+].Cl.C(N=C=NCCCN(C)C)C.ON1C2C=CC=CC=2N=N1, predict the reaction product. (2) Given the reactants N#N.C[O:4][C:5]1[CH:10]=[C:9]([O:11]C)[CH:8]=[CH:7][C:6]=1[C:13]1[CH:18]=[CH:17][CH:16]=[C:15]([C:19]([NH:21][C:22]2[CH:27]=[CH:26][CH:25]=[CH:24][C:23]=2[C:28]2[S:32][C:31]([CH2:33][C:34]([OH:36])=[O:35])=[CH:30][CH:29]=2)=[O:20])[CH:14]=1.B(Br)(Br)Br.O.Cl[CH2:43]Cl, predict the reaction product. The product is: [OH:4][C:5]1[CH:10]=[C:9]([OH:11])[CH:8]=[CH:7][C:6]=1[C:13]1[CH:18]=[CH:17][CH:16]=[C:15]([C:19]([NH:21][C:22]2[CH:27]=[CH:26][CH:25]=[CH:24][C:23]=2[C:28]2[S:32][C:31]([CH2:33][C:34]([OH:36])=[O:35])=[CH:30][CH:29]=2)=[O:20])[CH:14]=1.[CH3:43][O:36][C:34](=[O:35])[CH2:33][C:31]1[S:32][C:28]([C:23]2[CH:24]=[CH:25][CH:26]=[CH:27][C:22]=2[NH:21][C:19]([C:15]2[CH:14]=[C:13]([C:6]3[CH:7]=[CH:8][C:9]([OH:11])=[CH:10][C:5]=3[OH:4])[CH:18]=[CH:17][CH:16]=2)=[O:20])=[CH:29][CH:30]=1. (3) Given the reactants C1(P(C2C=CC=CC=2)C2C=CC=CC=2)C=CC=CC=1.N(C(OC(C)C)=O)=NC(OC(C)C)=O.[Br:34][C:35]1[CH:40]=[C:39]([N+:41]([O-:43])=[O:42])[C:38]([OH:44])=[C:37]([CH2:45]/[CH:46]=[CH:47]/[CH3:48])[CH:36]=1.[F:49][C:50]([F:56])([F:55])[CH2:51][CH2:52][CH2:53]O, predict the reaction product. The product is: [Br:34][C:35]1[CH:40]=[C:39]([N+:41]([O-:43])=[O:42])[C:38]([O:44][CH2:53][CH2:52][CH2:51][C:50]([F:56])([F:55])[F:49])=[C:37]([CH2:45]/[CH:46]=[CH:47]/[CH3:48])[CH:36]=1. (4) Given the reactants [CH2:1]([O:3][C:4](=[O:17])[CH2:5][C:6]1[C:11]([C:12]([F:15])([F:14])[F:13])=[CH:10][CH:9]=[C:8](Cl)[N:7]=1)[CH3:2].C1(P(C2C=CC=CC=2)C2C=CC3C(=CC=CC=3)C=2C2C3C(=CC=CC=3)C=CC=2P(C2C=CC=CC=2)C2C=CC=CC=2)C=CC=CC=1.CC(C)([O-])C.[Na+].[CH3:70][N:71]1[CH2:76][CH2:75][NH:74][CH2:73][CH2:72]1, predict the reaction product. The product is: [CH2:1]([O:3][C:4](=[O:17])[CH2:5][C:6]1[C:11]([C:12]([F:15])([F:14])[F:13])=[CH:10][CH:9]=[C:8]([N:74]2[CH2:75][CH2:76][N:71]([CH3:70])[CH2:72][CH2:73]2)[N:7]=1)[CH3:2]. (5) Given the reactants [NH:1]([C:10]([O:12][CH2:13][C:14]1[CH:19]=[CH:18][CH:17]=[CH:16][CH:15]=1)=[O:11])[C@H:2]([C:7](O)=[O:8])[CH2:3][CH:4]([CH3:6])[CH3:5].Cl.[C:21]1([CH:27]([C:52]2[CH:57]=[CH:56][CH:55]=[CH:54][CH:53]=2)[C@H:28]([NH2:51])[CH:29]=[CH:30][S:31]([CH:34]=[CH:35][C@@H:36]([NH2:50])[CH:37]([C:44]2[CH:49]=[CH:48][CH:47]=[CH:46][CH:45]=2)[C:38]2[CH:43]=[CH:42][CH:41]=[CH:40][CH:39]=2)(=[O:33])=[O:32])[CH:26]=[CH:25][CH:24]=[CH:23][CH:22]=1, predict the reaction product. The product is: [C:52]1([CH:27]([C:21]2[CH:26]=[CH:25][CH:24]=[CH:23][CH:22]=2)[C@H:28]([NH:51][C:7](=[O:8])[C@H:2]([CH2:3][CH:4]([CH3:6])[CH3:5])[NH:1][C:10]([O:12][CH2:13][C:14]2[CH:19]=[CH:18][CH:17]=[CH:16][CH:15]=2)=[O:11])[CH:29]=[CH:30][S:31]([CH:34]=[CH:35][C@@H:36]([NH:50][C:7](=[O:8])[C@H:2]([CH2:3][CH:4]([CH3:5])[CH3:6])[NH:1][C:10]([O:12][CH2:13][C:14]2[CH:19]=[CH:18][CH:17]=[CH:16][CH:15]=2)=[O:11])[CH:37]([C:38]2[CH:39]=[CH:40][CH:41]=[CH:42][CH:43]=2)[C:44]2[CH:45]=[CH:46][CH:47]=[CH:48][CH:49]=2)(=[O:33])=[O:32])[CH:53]=[CH:54][CH:55]=[CH:56][CH:57]=1. (6) Given the reactants [NH2:1][C:2]1[CH:7]=[C:6]([OH:8])[CH:5]=[CH:4][C:3]=1[CH2:9][CH2:10][Cl:11].[N+:12]([C:15]1[CH:16]=[C:17]2[C:21](=[CH:22][CH:23]=1)[NH:20][C:19]([C:24](O)=[O:25])=[CH:18]2)([O-:14])=[O:13].CCN=C=NCCCN(C)C, predict the reaction product. The product is: [Cl:11][CH2:10][CH2:9][C:3]1[CH:4]=[CH:5][C:6]([OH:8])=[CH:7][C:2]=1[NH:1][C:24]([C:19]1[NH:20][C:21]2[C:17]([CH:18]=1)=[CH:16][C:15]([N+:12]([O-:14])=[O:13])=[CH:23][CH:22]=2)=[O:25]. (7) Given the reactants [Cl:1][C:2]1[CH:3]=[N:4][C:5]2[C:10]([CH:11]=1)=[CH:9][C:8]([CH2:12]Cl)=[CH:7][C:6]=2[C:14]#[N:15].C[Sn](C)(C)[C:18]1[CH:19]=[C:20]([CH:25]=[CH:26][N:27]=1)[C:21]([O:23][CH3:24])=[O:22], predict the reaction product. The product is: [Cl:1][C:2]1[CH:3]=[N:4][C:5]2[C:10]([CH:11]=1)=[CH:9][C:8]([CH2:12][C:18]1[CH:19]=[C:20]([CH:25]=[CH:26][N:27]=1)[C:21]([O:23][CH3:24])=[O:22])=[CH:7][C:6]=2[C:14]#[N:15]. (8) Given the reactants [I:1]N1C(=O)CCC1=O.[CH2:9]([CH:11]([CH2:30][CH2:31][CH2:32][CH3:33])[CH2:12][O:13][C:14]1[CH:19]=[CH:18][C:17]([Br:20])=[CH:16][C:15]=1[O:21][CH2:22][CH:23]([CH2:28][CH3:29])[CH2:24][CH2:25][CH2:26][CH3:27])[CH3:10].C(O)(=O)C.O, predict the reaction product. The product is: [CH2:9]([CH:11]([CH2:30][CH2:31][CH2:32][CH3:33])[CH2:12][O:13][C:14]1[CH:19]=[C:18]([I:1])[C:17]([Br:20])=[CH:16][C:15]=1[O:21][CH2:22][CH:23]([CH2:28][CH3:29])[CH2:24][CH2:25][CH2:26][CH3:27])[CH3:10]. (9) Given the reactants CC([OH:4])C.CC1(C)O[C@H](CN2C=CC(N[C:18](=[O:38])[C@@H:19]([N:24]3[CH2:28][C:27]([O:29][C:30]4[CH:35]=[CH:34][CH:33]=[CH:32][C:31]=4[Cl:36])=[CH:26][C:25]3=[O:37])[CH2:20][CH:21]([CH3:23])[CH3:22])=N2)CO1.Cl.C(OC)(C)(C)C, predict the reaction product. The product is: [Cl:36][C:31]1[CH:32]=[CH:33][CH:34]=[CH:35][C:30]=1[O:29][C:27]1[CH2:28][N:24]([C@@H:19]([CH2:20][CH:21]([CH3:22])[CH3:23])[C:18]([OH:38])=[O:4])[C:25](=[O:37])[CH:26]=1. (10) The product is: [CH3:7][O:8][C:9]([C:10]1[CH:18]=[CH:17][C:13]2[C:14](=[O:16])[N:36]([CH2:29][C:30]3[CH:35]=[CH:34][CH:33]=[CH:32][CH:31]=3)[C:2](=[O:3])[O:19][C:12]=2[C:11]=1[OH:20])=[O:21]. Given the reactants Cl[C:2](OCC)=[O:3].[CH3:7][O:8][C:9](=[O:21])[C:10]1[CH:18]=[CH:17][C:13]([C:14]([OH:16])=O)=[C:12]([OH:19])[C:11]=1[OH:20].C(N(CC)CC)C.[CH2:29]([NH2:36])[C:30]1[CH:35]=[CH:34][CH:33]=[CH:32][CH:31]=1, predict the reaction product.